This data is from Forward reaction prediction with 1.9M reactions from USPTO patents (1976-2016). The task is: Predict the product of the given reaction. (1) Given the reactants [CH2:1]([OH:4])[CH2:2][OH:3].[OH-].[Na+].[C:7]([C:11]1[CH:16]=[CH:15][C:14]([S:17]([NH:20][C:21]2[C:26]([O:27][C:28]3[CH:33]=[CH:32][CH:31]=[CH:30][C:29]=3[O:34][CH3:35])=[C:25](Cl)[N:24]=[C:23]([C:37]3[N:42]=[CH:41][CH:40]=[CH:39][N:38]=3)[N:22]=2)(=[O:19])=[O:18])=[CH:13][CH:12]=1)([CH3:10])([CH3:9])[CH3:8].C(O)(=O)C(C(C(O)=O)O)O, predict the reaction product. The product is: [CH3:8][C:7]([C:11]1[CH:16]=[CH:15][C:14]([S:17]([NH:20][C:21]2[C:26]([O:27][C:28]3[CH:33]=[CH:32][CH:31]=[CH:30][C:29]=3[O:34][CH3:35])=[C:25]([O:3][CH2:2][CH2:1][OH:4])[N:24]=[C:23]([C:37]3[N:42]=[CH:41][CH:40]=[CH:39][N:38]=3)[N:22]=2)(=[O:19])=[O:18])=[CH:13][CH:12]=1)([CH3:10])[CH3:9]. (2) Given the reactants O.[C:2]1([CH3:12])[CH:7]=[CH:6][C:5]([S:8]([OH:11])(=[O:10])=[O:9])=[CH:4][CH:3]=1.[CH2:13]([C@@:16]1([CH3:44])[CH2:21][C@H:20]([C:22]2[CH:27]=[CH:26][CH:25]=[C:24]([Cl:28])[CH:23]=2)[C@@H:19]([C:29]2[CH:34]=[CH:33][C:32]([Cl:35])=[C:31]([F:36])[CH:30]=2)[N:18]([C@@H:37]([CH:40]2[CH2:42][CH2:41]2)[CH2:38][OH:39])[C:17]1=O)[CH:14]=[CH2:15], predict the reaction product. The product is: [CH3:12][C:2]1[CH:3]=[CH:4][C:5]([S:8]([O-:11])(=[O:10])=[O:9])=[CH:6][CH:7]=1.[CH2:13]([C@@:16]1([CH3:44])[CH2:21][C@H:20]([C:22]2[CH:27]=[CH:26][CH:25]=[C:24]([Cl:28])[CH:23]=2)[C@@H:19]([C:29]2[CH:34]=[CH:33][C:32]([Cl:35])=[C:31]([F:36])[CH:30]=2)[N+:18]2[C@@H:37]([CH:40]3[CH2:42][CH2:41]3)[CH2:38][O:39][C:17]1=2)[CH:14]=[CH2:15]. (3) The product is: [O:26]1[CH2:25][CH2:24][N:23]([C:20]2[CH:19]=[CH:18][C:17]([NH:16][C:12]3[N:11]=[C:10]([S:9][C:5]4[CH:4]=[C:3]([CH:8]=[CH:7][CH:6]=4)[CH2:2][NH:1][C:29](=[O:32])[CH:30]=[CH2:31])[CH:15]=[CH:14][N:13]=3)=[CH:22][CH:21]=2)[CH2:28][CH2:27]1. Given the reactants [NH2:1][CH2:2][C:3]1[CH:4]=[C:5]([S:9][C:10]2[CH:15]=[CH:14][N:13]=[C:12]([NH:16][C:17]3[CH:22]=[CH:21][C:20]([N:23]4[CH2:28][CH2:27][O:26][CH2:25][CH2:24]4)=[CH:19][CH:18]=3)[N:11]=2)[CH:6]=[CH:7][CH:8]=1.[C:29](O)(=[O:32])[CH:30]=[CH2:31], predict the reaction product. (4) Given the reactants [CH:1]1[C:13]2[NH:12][C:11]3[C:6](=[CH:7][C:8]([C:14](=[O:16])[CH3:15])=[CH:9][CH:10]=3)[C:5]=2[CH:4]=[C:3]([C:17](=[O:19])[CH3:18])[CH:2]=1.[H-].[Na+].Cl.Cl[CH2:24][CH2:25][CH:26]1[CH2:30][CH2:29][CH2:28][N:27]1[CH3:31].C(Cl)(Cl)Cl.CO, predict the reaction product. The product is: [CH3:31][N:27]1[CH2:28][CH2:29][CH2:30][CH:26]1[CH2:25][CH2:24][N:12]1[C:13]2[CH:1]=[CH:2][C:3]([C:17](=[O:19])[CH3:18])=[CH:4][C:5]=2[C:6]2[C:11]1=[CH:10][CH:9]=[C:8]([C:14](=[O:16])[CH3:15])[CH:7]=2. (5) Given the reactants [Cl:1][C:2]1[CH:10]=[CH:9][C:5]([C:6]([OH:8])=O)=[CH:4][C:3]=1[C:11]#[C:12][C:13]1[CH:18]=[CH:17][CH:16]=[CH:15][N:14]=1.[Cl-].[Na+].Cl.CN(C)CCCN=C=NCC.ON1C2N=CC=CC=2N=N1.[CH2:43]1[C:51]2[C:46](=[CH:47][CH:48]=[CH:49][CH:50]=2)[CH2:45][NH:44]1.C(N(CC)CC)C, predict the reaction product. The product is: [Cl:1][C:2]1[CH:10]=[CH:9][C:5]([C:6]([N:44]2[CH2:45][C:46]3[C:51](=[CH:50][CH:49]=[CH:48][CH:47]=3)[CH2:43]2)=[O:8])=[CH:4][C:3]=1[C:11]#[C:12][C:13]1[CH:18]=[CH:17][CH:16]=[CH:15][N:14]=1. (6) Given the reactants [Br:1][C:2]1[CH:3]=[C:4]2[C:10](I)=[CH:9][N:8]([S:12]([C:15]3[CH:21]=[CH:20][C:18]([CH3:19])=[CH:17][CH:16]=3)(=[O:14])=[O:13])[C:5]2=[N:6][CH:7]=1.[CH2:22]([N:30]1[CH:34]=[C:33](B2OC(C)(C)C(C)(C)O2)[CH:32]=[N:31]1)[CH2:23][C:24]1[CH:29]=[CH:28][CH:27]=[CH:26][CH:25]=1.C(=O)([O-])[O-].[Na+].[Na+], predict the reaction product. The product is: [Br:1][C:2]1[CH:3]=[C:4]2[C:10]([C:33]3[CH:32]=[N:31][N:30]([CH2:22][CH2:23][C:24]4[CH:29]=[CH:28][CH:27]=[CH:26][CH:25]=4)[CH:34]=3)=[CH:9][N:8]([S:12]([C:15]3[CH:21]=[CH:20][C:18]([CH3:19])=[CH:17][CH:16]=3)(=[O:14])=[O:13])[C:5]2=[N:6][CH:7]=1. (7) Given the reactants C1(P(C2CCCCC2)C2C=CC=CC=2C2C(OC)=CC=CC=2OC)CCCCC1.P([O-])([O-])([O-])=O.[K+].[K+].[K+].[CH3:38][O:39][C:40](=[O:50])[CH2:41][C:42]1[CH:47]=[CH:46][C:45](Cl)=[CH:44][C:43]=1[F:49].[CH2:51]([C:53]([C:72]1[CH:85]=[CH:84][C:75]([O:76][CH2:77][CH:78]([OH:83])[C:79]([CH3:82])([CH3:81])[CH3:80])=[C:74]([CH3:86])[CH:73]=1)([C:56]1[CH:61]=[CH:60][C:59](B2OC(C)(C)C(C)(C)O2)=[C:58]([CH3:71])[CH:57]=1)[CH2:54][CH3:55])[CH3:52], predict the reaction product. The product is: [CH3:38][O:39][C:40](=[O:50])[CH2:41][C:42]1[CH:47]=[CH:46][C:45]([C:59]2[CH:60]=[CH:61][C:56]([C:53]([C:72]3[CH:85]=[CH:84][C:75]([O:76][CH2:77][C:78](=[O:83])[C:79]([CH3:81])([CH3:80])[CH3:82])=[C:74]([CH3:86])[CH:73]=3)([CH2:54][CH3:55])[CH2:51][CH3:52])=[CH:57][C:58]=2[CH3:71])=[CH:44][C:43]=1[F:49]. (8) The product is: [CH3:1][O:2][C:3]([C:5]1[S:6][C:7]([C:11]2[CH:16]=[CH:15][CH:14]=[CH:13][CH:12]=2)=[CH:8][C:9]=1[NH:20][CH:17]1[CH2:19][CH2:18]1)=[O:4]. Given the reactants [CH3:1][O:2][C:3]([C:5]1[S:6][C:7]([C:11]2[CH:16]=[CH:15][CH:14]=[CH:13][CH:12]=2)=[CH:8][C:9]=1Br)=[O:4].[CH:17]1([NH2:20])[CH2:19][CH2:18]1.C(=O)([O-])[O-].[Cs+].[Cs+].C1C=CC(P(C2C(C3C(P(C4C=CC=CC=4)C4C=CC=CC=4)=CC=C4C=3C=CC=C4)=C3C(C=CC=C3)=CC=2)C2C=CC=CC=2)=CC=1, predict the reaction product. (9) The product is: [CH3:23][O:24][C:25]([C@@H:27]1[CH2:32][C@H:31]2[C:33]([CH3:34])([CH3:35])[C@:28]1([CH3:38])[C:29](=[O:37])/[C:30]/2=[CH:7]\[C:8]([C:10]1[CH:15]=[CH:14][CH:13]=[CH:12][C:11]=1[F:16])=[O:9])=[O:26]. Given the reactants COP([CH2:7][C:8]([C:10]1[CH:15]=[CH:14][CH:13]=[CH:12][C:11]=1[F:16])=[O:9])(=O)OC.CC(C)([O-])C.[K+].[CH3:23][O:24][C:25]([C@@H:27]1[CH2:32][C@H:31]2[C:33]([CH3:35])([CH3:34])[C@:28]1([CH3:38])[C:29](=[O:37])[C:30]2=O)=[O:26], predict the reaction product. (10) Given the reactants [C:1]([O:5][C:6](=[O:21])[CH2:7][O:8][C:9]1[C:14]2[CH2:15][CH2:16][CH2:17][CH2:18][CH:19]([NH2:20])[C:13]=2[CH:12]=[CH:11][CH:10]=1)([CH3:4])([CH3:3])[CH3:2].[Br:22][C:23]1[CH:24]=[C:25]([S:33](Cl)(=[O:35])=[O:34])[CH:26]=[C:27]([C:29]([F:32])([F:31])[F:30])[CH:28]=1.C(N(C(C)C)CC)(C)C, predict the reaction product. The product is: [C:1]([O:5][C:6](=[O:21])[CH2:7][O:8][C:9]1[C:14]2[CH2:15][CH2:16][CH2:17][CH2:18][CH:19]([NH:20][S:33]([C:25]3[CH:26]=[C:27]([C:29]([F:30])([F:31])[F:32])[CH:28]=[C:23]([Br:22])[CH:24]=3)(=[O:35])=[O:34])[C:13]=2[CH:12]=[CH:11][CH:10]=1)([CH3:4])([CH3:2])[CH3:3].